From a dataset of Forward reaction prediction with 1.9M reactions from USPTO patents (1976-2016). Predict the product of the given reaction. (1) Given the reactants [Cl:1][C:2]1[CH:7]=[CH:6][C:5]([NH:8][C:9](=[O:27])[NH:10][C:11]2[CH:26]=[CH:25][C:14]([O:15][C:16]3[CH:21]=[CH:20][N:19]=[C:18]([C:22]([OH:24])=O)[CH:17]=3)=[CH:13][CH:12]=2)=[CH:4][C:3]=1[C:28]([F:31])([F:30])[F:29].CCN=C=NCCCN(C)C.C1C=CC2N(O)N=NC=2C=1.CCN(C(C)C)C(C)C.Cl.[CH3:63][O:64][NH2:65], predict the reaction product. The product is: [Cl:1][C:2]1[CH:7]=[CH:6][C:5]([NH:8][C:9](=[O:27])[NH:10][C:11]2[CH:12]=[CH:13][C:14]([O:15][C:16]3[CH:21]=[CH:20][N:19]=[C:18]([C:22]([NH:65][O:64][CH3:63])=[O:24])[CH:17]=3)=[CH:25][CH:26]=2)=[CH:4][C:3]=1[C:28]([F:29])([F:31])[F:30]. (2) Given the reactants [CH2:1]([O:8][C:9]1[CH:10]=[C:11]([C:18]2[C:19](=[O:37])[NH:20][C:21](=[O:36])[C:22]=2[C:23]2[C:31]3[C:26](=[CH:27][CH:28]=[CH:29][CH:30]=3)[N:25]([CH2:32][CH2:33][CH2:34][OH:35])[CH:24]=2)[C:12]2[O:16][CH:15]=[CH:14][C:13]=2[CH:17]=1)[C:2]1[CH:7]=[CH:6][CH:5]=[CH:4][CH:3]=1.C(N(CC)CC)C.[CH3:45][S:46](Cl)(=[O:48])=[O:47], predict the reaction product. The product is: [CH3:45][S:46]([O:35][CH2:34][CH2:33][CH2:32][N:25]1[C:26]2[C:31](=[CH:30][CH:29]=[CH:28][CH:27]=2)[C:23]([C:22]2[C:21](=[O:36])[NH:20][C:19](=[O:37])[C:18]=2[C:11]2[C:12]3[O:16][CH:15]=[CH:14][C:13]=3[CH:17]=[C:9]([O:8][CH2:1][C:2]3[CH:7]=[CH:6][CH:5]=[CH:4][CH:3]=3)[CH:10]=2)=[CH:24]1)(=[O:48])=[O:47]. (3) Given the reactants C(O)(C(F)(F)F)=O.[CH3:8][C:9]1[O:13][N:12]=[C:11]([C:14]([O:16][CH2:17][CH3:18])=[O:15])[CH:10]=1.[I:19]N1C(=O)CCC1=O, predict the reaction product. The product is: [I:19][C:10]1[C:11]([C:14]([O:16][CH2:17][CH3:18])=[O:15])=[N:12][O:13][C:9]=1[CH3:8].